Dataset: Retrosynthesis with 50K atom-mapped reactions and 10 reaction types from USPTO. Task: Predict the reactants needed to synthesize the given product. (1) Given the product CC(=O)Nc1ccc2c(c1)CCC(COC1CCCCO1)O2, predict the reactants needed to synthesize it. The reactants are: CC(=O)OC(C)=O.Nc1ccc2c(c1)CCC(COC1CCCCO1)O2. (2) Given the product CC(C)C(=O)c1c(O)cc(O)c(O)c1O, predict the reactants needed to synthesize it. The reactants are: CC(C)C(=O)Cl.Oc1cc(O)c(O)c(O)c1. (3) Given the product CCCCOCCOc1ccc(-c2ccc3c(c2)C=C(C(=O)Nc2ccc(SCc4ccno4)cc2)CCN3CC(C)C)cc1, predict the reactants needed to synthesize it. The reactants are: CCCCOCCOc1ccc(-c2ccc3c(c2)C=C(C(=O)O)CCN3CC(C)C)cc1.Nc1ccc(SCc2ccno2)cc1. (4) Given the product CC(C)(C)OC(=O)N1CCN(c2cncc(Cl)n2)CC1, predict the reactants needed to synthesize it. The reactants are: CC(C)(C)OC(=O)N1CCNCC1.Clc1cncc(Cl)n1. (5) Given the product Nc1ncc(-c2nc(N3CCOCC3)c3scc(-c4ccccc4)c3n2)cn1, predict the reactants needed to synthesize it. The reactants are: CC1(C)OB(c2cnc(N)nc2)OC1(C)C.Clc1nc(N2CCOCC2)c2scc(-c3ccccc3)c2n1.